Task: Binary Classification. Given a miRNA mature sequence and a target amino acid sequence, predict their likelihood of interaction.. Dataset: Experimentally validated miRNA-target interactions with 360,000+ pairs, plus equal number of negative samples (1) The miRNA is hsa-miR-181a-2-3p with sequence ACCACUGACCGUUGACUGUACC. The protein sequence of the target gene is MASLLAKDAYLQSLAKKICSHSAPEQQARTRAGKTQGSETAGPPKKKRKKTQKKFRKREEKAAEHKAKSLGEKSPAASGARRPEAAKEEAAWASSSAGNPADGLATEPESVFALDVLRQRLHEKIQEARGQGSAKELSPAALEKRRRRKQERDRKKRKRKELRAKEKARKAEEATEAQEVVEATPEGACTEPREPPGLIFNKVEVSEDEPASKAQRRKEKRQRVKGNLTPLTGRNYRQLLERLQARQSRLDELRGQDEGKAQELEAKMKWTNLLYKAEGVKIRDDERLLQEALKRKEKRR.... Result: 1 (interaction). (2) The miRNA is hsa-miR-3138 with sequence UGUGGACAGUGAGGUAGAGGGAGU. The protein sequence of the target gene is MVGPTRSKLREGSSDRPQSSCTGQARRRWSAATMEPQQERSAPQERTKWSLLQHFLLGGRKLPSGARNYAARRIQSLNAQNYFQLEEVAKLLLLNRFQFLFTLLDHFREKVQALQMHRFSHRTLFGLAIFVGILHWLHLITLFENDHHFSHLSSLEREMTFRTEMGLYYSYFKTIIEAPSFLEGLWMIMNDRLTEYPLVINTVKRFHLYPEVVIAYWYRTIIGIMNLFGIETKTCWNVTRMEPLNEVQSCEGLGDPACFYIGVIFILNGLMMGLFFIYSTYLSGSQLGGLITVACYFFNH.... Result: 0 (no interaction). (3) The miRNA is hsa-miR-338-3p with sequence UCCAGCAUCAGUGAUUUUGUUG. The protein sequence of the target gene is MYRSTKGASKARRDQINAEIRNLKELLPLAEADKVRLSYLHIMSLACIYTRKGVFFAGGTPLAGPTGLLSAQELEDIVAALPGFLLVFTAEGKLLYLSESVSEHLGHSMVDLVAQGDSIYDIIDPADHLTVRQQLTLPSALDTDRLFRCRFNTSKSLRRQSAGNKLVLIRGRFHAHPPGAYWAGNPVFTAFCAPLEPRPRPGPGPGPGPASLFLAMFQSRHAKDLALLDISESVLIYLGFERSELLCKSWYGLLHPEDLAHASAQHYRLLAESGDIQAEMVVRLQAKTGGWAWIYCLLYS.... Result: 0 (no interaction). (4) The miRNA is mmu-miR-23b-5p with sequence GGGUUCCUGGCAUGCUGAUUU. The protein sequence of the target gene is MSSSSSWRRAATVMLAAGWTHSSPAGFRLLLLQRAQNQRFLPGAHVFPGGVLDAADSSPDWVRLFAPRHTPPRFGLGPEPPRQPPFPGLSHGDADPAALPDDVALRICAIREAFEEAGVLLLRPRDAAPASQEPSQALSPPAGLAEWRSRVRSDPRCFLQLCAHLDCTPDIWALHDWGGWLTPYGRTIRRFDTTFFLCCLRDIPRVEPDVAEVVGYQWLSPSEATECFLSKEIWLAPPQFYEMRRLENFASLSALYRFCSDRPSEVPEKWLPIILLTSDGTIHLLPGDELYVKDSDFLEK.... Result: 0 (no interaction). (5) The miRNA is mmu-miR-3101-5p with sequence GGUACCAUUGACUAAAGCUAG. The protein sequence of the target gene is MEEAASQSLEEDFEGQATHTGPKGVINDWRKFKLESEDGDSIPPSKKEILRQMSSPQSRDDSKERMSRKMSIQEYELIHQDKEDESCLRKYRRQCMQDMHQKLSFGPRYGFVYELETGEQFLETIEKEQKVTTIVVNIYEDGVRGCDALNSSLACLAVEYPMVKFCKIKASNTGAGDRFSTDVLPTLLVYKGGELISNFISVAEQFAEEFFAVDVESFLNEYGLLPEREIHDLEQTNMEDEDIE. Result: 0 (no interaction). (6) The miRNA is ssc-miR-143-3p with sequence UGAGAUGAAGCACUGUAGCUC. The protein sequence of the target gene is MVQLRPRLSRIPAPAEAMVDEDQAASEEEEAEHGLLLAQPSSGAAAEPLDEEEDADDEAPEELTFASAQAEAREEELRVRASARRDKTLLKEKRKRREELFIEQKKRKLLPDAVLEQLTTASEADIKKSPENVKVNLKKKSEQHAKGRNSKKVKVQKVQSVGQIESYMAVRLKDEDLRDSRQEAAKHFIHSCLYGSDSKRTTVNKFLSLNNKRSPVKKAAAQFLTSTWGAQKQQNAKRFKKRWMAKKMKKKTYK. Result: 0 (no interaction). (7) The miRNA is mmu-miR-329-5p with sequence AGAGGUUUUCUGGGUCUCUGUU. The protein sequence of the target gene is MSGEDGPAAGPGAAAAAARERRREQLRQWGARAGAEPGPGERRARTVRFERAAEFLAACAGGDLDEARLMLRAADPGPGAELDPAAPPPARAVLDSTNADGISALHQACIDENLEVVRFLVEQGATVNQADNEGWTPLHVAASCGYLDIARYLLSHGANIAAVNSDGDLPLDLAESDAMEGLLKAEIARRGVDVEAAKRAEEELLLHDTRCWLNGGAMPEARHPRTGASALHVAAAKGYIEVMRLLLQAGYDPELRDGDGWTPLHAAAHWGVEDACRLLAEHGGGMDSLTHAGQRPCDLA.... Result: 0 (no interaction). (8) The miRNA is hsa-miR-26b-5p with sequence UUCAAGUAAUUCAGGAUAGGU. The protein sequence of the target gene is MNENKDTDSKKSEEYEDDFEKDLEWLINENEKSDASIIEMACEKEENINQDLKENETVMEHTKRHSDPDKSLQDEVSPRRNDIISVPGIQPLDPISDSDSENSFQESKLESQKDLEEEEDEEVRRYIMEKIVQANKLLQNQEPVNDKRERKLKFKDQLVDLEVPPLEDTTTFKNYFENERNMFGKLSQLCISNDFGQEDVLLSLTNGSCEENKDRTILVERDGKFELLNLQDIASQGFLPPINNANSTENDPQQLLPRSSNSSVSGTKKEDSTAKIHAVTHSSTGEPLAYIAQPPLNRKT.... Result: 1 (interaction). (9) The miRNA is hsa-miR-513a-5p with sequence UUCACAGGGAGGUGUCAU. The protein sequence of the target gene is MALADSTRGLPNGGGGGGGSGSSSSSAEPPLFPDIVELNVGGQVYVTRRCTVVSVPDSLLWRMFTQQQPQELARDSKGRFFLDRDGFLFRYILDYLRDLQLVLPDYFPERSRLQREAEYFELPELVRRLGAPQQPGPGPPPSRRGVHKEGSLGDELLPLGYSEPEQQEGASAGAPSPTLELASRSPSGGAAGPLLTPSQSLDGSRRSGYITIGYRGSYTIGRDAQADAKFRRVARITVCGKTSLAKEVFGDTLNESRDPDRPPERYTSRYYLKFNFLEQAFDKLSESGFHMVACSSTGTC.... Result: 1 (interaction). (10) The miRNA is hsa-miR-202-5p with sequence UUCCUAUGCAUAUACUUCUUUG. The protein sequence of the target gene is MAEKRPLRTLGPVMYGKLPRLETDSGLEHSLPHSVGNQDPCTYKGSYFSCPMAGTPKAESEQLASWTPYPPLYSTGMAGPPLQADNLLTNCLFYRSPAEGPEKMQDSSPVELLPFSPQAHSYPGPPLAAPKPVYRNPLCYGLSTCLGEGAVKRPLDVDWTLATGPLLPSADPPCSLAPAPSKGQTLDGTFLRGVPAEGSSKDSSGSFSPCQPFLEKYQTIHSTGFLASRYTGPYPRNSKQAMSEGPSSPWTQLAQPLGPPCQDTGPTHYPPPHHPPPHPPQALPCPPACRHPEKQGSYSP.... Result: 0 (no interaction).